Dataset: Catalyst prediction with 721,799 reactions and 888 catalyst types from USPTO. Task: Predict which catalyst facilitates the given reaction. (1) Reactant: [C:1]([O:5][C:6]([N:8]1[CH2:13][CH2:12][CH:11]([C:14]([OH:16])=O)[CH2:10][CH2:9]1)=[O:7])([CH3:4])([CH3:3])[CH3:2].N1C=CC=CC=1.O=S(Cl)[Cl:25]. Product: [C:1]([O:5][C:6]([N:8]1[CH2:13][CH2:12][CH:11]([C:14]([Cl:25])=[O:16])[CH2:10][CH2:9]1)=[O:7])([CH3:4])([CH3:3])[CH3:2]. The catalyst class is: 27. (2) Reactant: [Cl:1][C:2]1[N:7]=[C:6]([CH3:8])[N:5]=[C:4]2[NH:9][N:10]=[CH:11][C:3]=12.[O:12]1[CH:17]=[CH:16][CH2:15][CH2:14][CH2:13]1.CC1C=CC(S(O)(=O)=O)=CC=1. Product: [Cl:1][C:2]1[N:7]=[C:6]([CH3:8])[N:5]=[C:4]2[N:9]([CH:13]3[CH2:14][CH2:15][CH2:16][CH2:17][O:12]3)[N:10]=[CH:11][C:3]=12. The catalyst class is: 25.